Dataset: Reaction yield outcomes from USPTO patents with 853,638 reactions. Task: Predict the reaction yield, written as a fraction of the theoretical maximum amount of product (1.0 means a 100% yield; for example, 0.34 means a 34% yield). (1) The reactants are [CH2:1]([C@H:8]1[CH2:13][CH2:12][N:11]([CH2:14][CH2:15][S:16]([C:19]2[CH:24]=[CH:23][C:22]([OH:25])=[CH:21][CH:20]=2)(=[O:18])=[O:17])[CH2:10][C@H:9]1[OH:26])[C:2]1[CH:7]=[CH:6][CH:5]=[CH:4][CH:3]=1.[C:27]([O:31][C:32]([N:34]([CH2:36][C:37]1[CH:38]=[C:39]([CH:43]=[CH:44][CH:45]=1)[C:40](O)=[O:41])[CH3:35])=[O:33])([CH3:30])([CH3:29])[CH3:28]. No catalyst specified. The product is [CH2:1]([C@H:8]1[CH2:13][CH2:12][N:11]([CH2:14][CH2:15][S:16]([C:19]2[CH:24]=[CH:23][C:22]([O:25][C:40](=[O:41])[C:39]3[CH:43]=[CH:44][CH:45]=[C:37]([CH2:36][N:34]([C:32]([O:31][C:27]([CH3:29])([CH3:28])[CH3:30])=[O:33])[CH3:35])[CH:38]=3)=[CH:21][CH:20]=2)(=[O:18])=[O:17])[CH2:10][C@H:9]1[OH:26])[C:2]1[CH:7]=[CH:6][CH:5]=[CH:4][CH:3]=1. The yield is 0.700. (2) The reactants are [Cl:1][C:2]1[N:3]=[C:4]([C:10]2[CH:11]=[N:12][CH:13]=[CH:14][CH:15]=2)[S:5][C:6]=1[NH:7][CH2:8][CH3:9].[CH3:16][CH:17]([CH2:21][S:22][CH3:23])[C:18](O)=[O:19].C(N(CC)CC)C.Cl.CN(C)CCCN=C=NCC. The catalyst is ClC(Cl)C. The product is [Cl:1][C:2]1[N:3]=[C:4]([C:10]2[CH:11]=[N:12][CH:13]=[CH:14][CH:15]=2)[S:5][C:6]=1[N:7]([CH2:8][CH3:9])[C:18](=[O:19])[CH:17]([CH3:16])[CH2:21][S:22][CH3:23]. The yield is 0.600. (3) The reactants are [O:1]=[C:2]1[O:6][CH2:5][C@H:4]([NH:7][C:8](=[O:17])[O:9][CH2:10][C:11]2[CH:16]=[CH:15][CH:14]=[CH:13][CH:12]=2)[CH2:3]1.[CH3:18][NH:19][CH3:20]. The catalyst is C1COCC1. The product is [CH3:18][N:19]([CH3:20])[C:2](=[O:1])[CH2:3][C@@H:4]([NH:7][C:8](=[O:17])[O:9][CH2:10][C:11]1[CH:16]=[CH:15][CH:14]=[CH:13][CH:12]=1)[CH2:5][OH:6]. The yield is 0.915. (4) The reactants are [CH3:1][C:2]1[CH:3]=[C:4]([N:9]2[CH:13]=[CH:12][C:11]([N+:14]([O-])=O)=[N:10]2)[CH:5]=[CH:6][C:7]=1[CH3:8]. The catalyst is CO.C(OCC)(=O)C.[Pd]. The product is [CH3:1][C:2]1[CH:3]=[C:4]([N:9]2[CH:13]=[CH:12][C:11]([NH2:14])=[N:10]2)[CH:5]=[CH:6][C:7]=1[CH3:8]. The yield is 0.970. (5) The reactants are Cl[C:2]1[CH:7]=[CH:6][C:5]([N+:8]([O-:10])=[O:9])=[CH:4][N:3]=1.[NH:11]1[CH2:15][CH2:14][CH2:13][CH2:12]1.C(=O)([O-])[O-].[K+].[K+]. The catalyst is CC#N. The product is [N+:8]([C:5]1[CH:6]=[CH:7][C:2]([N:11]2[CH2:15][CH2:14][CH2:13][CH2:12]2)=[N:3][CH:4]=1)([O-:10])=[O:9]. The yield is 0.930. (6) The reactants are [C:1]([C:5]1[CH:9]=[C:8]([NH:10][C:11]([NH:13][C:14]2[CH:19]=[CH:18][CH:17]=[C:16]([Cl:20])[C:15]=2[Cl:21])=[O:12])[N:7]([C:22]2[CH:27]=[CH:26][CH:25]=[C:24]([CH2:28][CH2:29][NH:30]C(=O)C(F)(F)F)[CH:23]=2)[N:6]=1)([CH3:4])([CH3:3])[CH3:2].C([O-])([O-])=O.[K+].[K+]. The catalyst is CO.O. The product is [NH2:30][CH2:29][CH2:28][C:24]1[CH:23]=[C:22]([N:7]2[C:8]([NH:10][C:11]([NH:13][C:14]3[CH:19]=[CH:18][CH:17]=[C:16]([Cl:20])[C:15]=3[Cl:21])=[O:12])=[CH:9][C:5]([C:1]([CH3:4])([CH3:3])[CH3:2])=[N:6]2)[CH:27]=[CH:26][CH:25]=1. The yield is 0.970. (7) The reactants are [H-].[Na+].[CH3:3][C:4]1[CH:9]=[C:8]([C:10]([CH3:12])=[O:11])[CH:7]=[CH:6][CH:5]=1.C[C:14]([OH:16])=[O:15].[C:17]1(C)C=CC=C[CH:18]=1. No catalyst specified. The product is [CH3:3][C:4]1[CH:9]=[C:8]([CH:7]=[CH:6][CH:5]=1)[C:10]([CH2:12][C:14]([O:16][CH2:17][CH3:18])=[O:15])=[O:11]. The yield is 0.469. (8) The reactants are [C:1]([O:5][C:6]([N:8]1[CH2:12][CH2:11][CH2:10][CH:9]1[C:13]([OH:15])=O)=[O:7])([CH3:4])([CH3:3])[CH3:2].C1C=CC2N(O)N=[N:22]C=2C=1.C(Cl)CCl.[OH-].[NH4+]. The catalyst is C1COCC1. The product is [C:13]([C@@H:9]1[CH2:10][CH2:11][CH2:12][N:8]1[C:6]([O:5][C:1]([CH3:4])([CH3:3])[CH3:2])=[O:7])(=[O:15])[NH2:22]. The yield is 0.430. (9) The reactants are [CH2:1]([NH:4][C:5]1([C:8]2[CH:13]=[CH:12][C:11]([C:14]#[C:15][C:16]3[CH:26]=[CH:25][C:19]([C:20]([O:22]CC)=[O:21])=[CH:18][CH:17]=3)=[CH:10][CH:9]=2)[CH2:7][CH2:6]1)[CH2:2][CH3:3].[OH-].[Na+]. The catalyst is C(O)C.O1CCCC1. The product is [CH2:1]([NH:4][C:5]1([C:8]2[CH:13]=[CH:12][C:11]([C:14]#[C:15][C:16]3[CH:17]=[CH:18][C:19]([C:20]([OH:22])=[O:21])=[CH:25][CH:26]=3)=[CH:10][CH:9]=2)[CH2:6][CH2:7]1)[CH2:2][CH3:3]. The yield is 0.690.